From a dataset of Full USPTO retrosynthesis dataset with 1.9M reactions from patents (1976-2016). Predict the reactants needed to synthesize the given product. (1) The reactants are: Cl[C:2]1[CH:7]=[C:6]([CH3:8])[N:5]=[C:4]([CH:9]([CH3:11])[CH3:10])[N:3]=1.[CH2:12]([NH2:24])[CH2:13][CH2:14][CH2:15][CH2:16][CH2:17][CH2:18][CH2:19][CH2:20][CH2:21][CH2:22][CH3:23].C(OCC)(=O)C.[OH-].[Na+]. Given the product [CH2:12]([NH:24][C:2]1[CH:7]=[C:6]([CH3:8])[N:5]=[C:4]([CH:9]([CH3:11])[CH3:10])[N:3]=1)[CH2:13][CH2:14][CH2:15][CH2:16][CH2:17][CH2:18][CH2:19][CH2:20][CH2:21][CH2:22][CH3:23], predict the reactants needed to synthesize it. (2) Given the product [CH2:1]([O:3][C:4]1[CH:13]=[C:12]2[C:7]([C:8]([C:14]([C:15]3[CH:16]=[C:17]([O:25][CH3:26])[C:18]([O:23][CH3:24])=[C:19]([O:21][CH3:22])[CH:20]=3)=[O:28])=[CH:9][N:10]=[CH:11]2)=[CH:6][CH:5]=1)[CH3:2], predict the reactants needed to synthesize it. The reactants are: [CH2:1]([O:3][C:4]1[CH:13]=[C:12]2[C:7]([C:8]([CH2:14][C:15]3[CH:20]=[C:19]([O:21][CH3:22])[C:18]([O:23][CH3:24])=[C:17]([O:25][CH3:26])[CH:16]=3)=[CH:9][N:10]=[CH:11]2)=[CH:6][CH:5]=1)[CH3:2].[N+]([O-])(O)=[O:28]. (3) Given the product [Cl:1][C:2]1[C:7]([F:8])=[CH:6][CH:5]=[C:4]([O:9][CH3:10])[C:3]=1[C@H:11]([C:13]1[C:21]2[C:16](=[N:17][CH:18]=[C:19]([C:32]3[C:33]([C:45]([F:47])([F:48])[F:46])=[N:34][N:35]([CH2:37][C@@H:38]([OH:39])[CH2:42][OH:41])[CH:36]=3)[CH:20]=2)[NH:15][CH:14]=1)[CH3:12], predict the reactants needed to synthesize it. The reactants are: [Cl:1][C:2]1[C:7]([F:8])=[CH:6][CH:5]=[C:4]([O:9][CH3:10])[C:3]=1[C@H:11]([C:13]1[C:21]2[C:16](=[N:17][CH:18]=[C:19](B3OC(C)(C)C(C)(C)O3)[CH:20]=2)[NH:15][CH:14]=1)[CH3:12].Br[C:32]1[C:33]([C:45]([F:48])([F:47])[F:46])=[N:34][N:35]([CH2:37][C@@H:38]2[CH2:42][O:41]C(C)(C)[O:39]2)[CH:36]=1.C([O-])([O-])=O.[K+].[K+].O.Cl. (4) Given the product [CH:20]1([CH2:19][CH:18]([C:16]2[NH:15][C:12]3=[N:13][CH:14]=[C:9]([O:8][C:5]([CH3:6])([CH3:7])[CH2:4][OH:3])[CH:10]=[C:11]3[CH:17]=2)[C:25]2[CH:30]=[CH:29][C:28]([S:31]([CH3:34])(=[O:33])=[O:32])=[CH:27][CH:26]=2)[CH2:24][CH2:23][CH2:22][CH2:21]1, predict the reactants needed to synthesize it. The reactants are: C([O:3][C:4](=O)[C:5]([O:8][C:9]1[CH:10]=[C:11]2[CH:17]=[C:16]([CH:18]([C:25]3[CH:30]=[CH:29][C:28]([S:31]([CH3:34])(=[O:33])=[O:32])=[CH:27][CH:26]=3)[CH2:19][CH:20]3[CH2:24][CH2:23][CH2:22][CH2:21]3)[NH:15][C:12]2=[N:13][CH:14]=1)([CH3:7])[CH3:6])C.[H-].C([Al+]CC(C)C)C(C)C. (5) Given the product [C:19]1([CH:7]([C:1]2[CH:2]=[CH:3][CH:4]=[CH:5][CH:6]=2)[O:8][CH:9]2[CH2:14][CH2:13][N:12]([CH2:15][CH2:16][CH2:17][NH:18][C:26]3[CH:27]=[CH:28][C:29]4[N:30]([C:32]([CH3:43])=[C:33]([C:35]([CH3:42])([CH3:41])[C:36]([O:38][CH2:39][CH3:40])=[O:37])[N:34]=4)[N:31]=3)[CH2:11][CH2:10]2)[CH:24]=[CH:23][CH:22]=[CH:21][CH:20]=1, predict the reactants needed to synthesize it. The reactants are: [C:1]1([CH:7]([C:19]2[CH:24]=[CH:23][CH:22]=[CH:21][CH:20]=2)[O:8][CH:9]2[CH2:14][CH2:13][N:12]([CH2:15][CH2:16][CH2:17][NH2:18])[CH2:11][CH2:10]2)[CH:6]=[CH:5][CH:4]=[CH:3][CH:2]=1.Cl[C:26]1[CH:27]=[CH:28][C:29]2[N:30]([C:32]([CH3:43])=[C:33]([C:35]([CH3:42])([CH3:41])[C:36]([O:38][CH2:39][CH3:40])=[O:37])[N:34]=2)[N:31]=1.O. (6) Given the product [F:29][CH2:30][CH:31]([CH2:32][F:33])[O:1][C:2]1[CH:7]=[CH:6][C:5]([N+:8]([O-:10])=[O:9])=[CH:4][C:3]=1[C:11]([N:13]1[CH2:18][CH2:17][N:16]([C:19]2[CH:24]=[CH:23][C:22]([C:25]([F:28])([F:27])[F:26])=[CH:21][CH:20]=2)[CH2:15][CH2:14]1)=[O:12], predict the reactants needed to synthesize it. The reactants are: [OH:1][C:2]1[CH:7]=[CH:6][C:5]([N+:8]([O-:10])=[O:9])=[CH:4][C:3]=1[C:11]([N:13]1[CH2:18][CH2:17][N:16]([C:19]2[CH:24]=[CH:23][C:22]([C:25]([F:28])([F:27])[F:26])=[CH:21][CH:20]=2)[CH2:15][CH2:14]1)=[O:12].[F:29][CH2:30][CH:31](O)[CH2:32][F:33].C1(P(C2C=CC=CC=2)C2C=CC=CC=2)C=CC=CC=1.CC(OC(/N=N/C(OC(C)C)=O)=O)C. (7) Given the product [CH2:30]([O:32][C:33]1[C:36](=[O:37])[C:35](=[O:40])[CH:34]=1)[CH3:31], predict the reactants needed to synthesize it. The reactants are: NC1NC(=O)C2N=CN([C@H]3[C@H](O)[C@H](O)[C@@H](CN)O3)C=2N=1.CCN(C(C)C)C(C)C.[CH2:30]([O:32][C:33]1[C:34](=O)[C:35](=[O:40])[C:36]=1[O:37]CC)[CH3:31]. (8) Given the product [CH2:20]([NH:22][C:23]([N:3]1[C:11]2[C:6](=[CH:7][C:8]([O:12][C:13]3[CH:18]=[CH:17][N:16]=[C:15]([NH2:19])[CH:14]=3)=[CH:9][CH:10]=2)[CH:5]=[CH:4]1)=[O:24])[CH3:21], predict the reactants needed to synthesize it. The reactants are: [H-].[Na+].[NH:3]1[C:11]2[C:6](=[CH:7][C:8]([O:12][C:13]3[CH:18]=[CH:17][N:16]=[C:15]([NH2:19])[CH:14]=3)=[CH:9][CH:10]=2)[CH:5]=[CH:4]1.[CH2:20]([NH:22][C:23](=O)[O:24]C1C=CC=CC=1)[CH3:21]. (9) Given the product [NH2:1][C:4]1[C:19]([OH:20])=[CH:18][C:7]([C:8]([OH:10])=[O:9])=[C:6]([NH:28][C:29]2[CH:34]=[CH:33][CH:32]=[CH:31][C:30]=2[F:35])[C:5]=1[F:36], predict the reactants needed to synthesize it. The reactants are: [N:1]([C:4]1[C:19]([O:20]CC2C=CC=CC=2)=[CH:18][C:7]([C:8]([O:10]CC2C=CC=CC=2)=[O:9])=[C:6]([NH:28][C:29]2[CH:34]=[CH:33][CH:32]=[CH:31][C:30]=2[F:35])[C:5]=1[F:36])=[N+]=[N-].CCOCC.CS(C)=O.S1(CCCC1)(=O)=O. (10) Given the product [C:29]([O:16][CH2:15][CH2:14][CH2:13][O:12][C:6]1[N:5]=[C:4]2[C:9]([N:10]=[C:2]([Br:1])[N:3]2[CH2:17][C:18]2[CH:23]=[CH:22][CH:21]=[C:20]([CH2:24][C:25]([O:27][CH3:28])=[O:26])[CH:19]=2)=[C:8]([NH2:11])[N:7]=1)(=[O:31])[CH3:30], predict the reactants needed to synthesize it. The reactants are: [Br:1][C:2]1[N:3]([CH2:17][C:18]2[CH:23]=[CH:22][CH:21]=[C:20]([CH2:24][C:25]([O:27][CH3:28])=[O:26])[CH:19]=2)[C:4]2[C:9]([N:10]=1)=[C:8]([NH2:11])[N:7]=[C:6]([O:12][CH2:13][CH2:14][CH2:15][OH:16])[N:5]=2.[C:29](OC(=O)C)(=[O:31])[CH3:30].C(N(CC)CC)C.